From a dataset of Forward reaction prediction with 1.9M reactions from USPTO patents (1976-2016). Predict the product of the given reaction. (1) Given the reactants [CH3:1][C:2]1([CH3:13])[O:6][C@@H:5]([CH2:7][O:8][CH2:9][CH2:10][CH2:11][OH:12])[CH2:4][O:3]1.C(N(CC)CC)C.[CH3:21][S:22](Cl)(=[O:24])=[O:23].P([O-])([O-])(O)=O.[K+].[K+], predict the reaction product. The product is: [CH3:21][S:22]([O:12][CH2:11][CH2:10][CH2:9][O:8][CH2:7][C@H:5]1[CH2:4][O:3][C:2]([CH3:13])([CH3:1])[O:6]1)(=[O:24])=[O:23]. (2) Given the reactants C(N(CC)CC)C.[CH:8]([C:10]1[C:18]2[C:13](=[CH:14][CH:15]=[CH:16][CH:17]=2)[N:12](C(OC(C)(C)C)=O)[CH:11]=1)=[O:9].[CH3:26][O:27][C:28]1[CH:29]=[C:30]([CH:41]=[CH:42][CH:43]=1)[N:31]=[CH:32][C:33]1[C:34]([O:39][CH3:40])=[N:35][CH:36]=[CH:37][CH:38]=1, predict the reaction product. The product is: [NH:12]1[C:13]2[C:18](=[CH:17][CH:16]=[CH:15][CH:14]=2)[C:10]([C:8](=[O:9])[CH:32]([NH:31][C:30]2[CH:41]=[CH:42][CH:43]=[C:28]([O:27][CH3:26])[CH:29]=2)[C:33]2[C:34]([O:39][CH3:40])=[N:35][CH:36]=[CH:37][CH:38]=2)=[CH:11]1. (3) Given the reactants [OH:1][CH2:2][CH2:3][O:4][C:5]1[CH:10]=[CH:9][C:8]([C:11]([C:13]2[CH:18]=[CH:17][CH:16]=[CH:15][CH:14]=2)=[O:12])=[CH:7][CH:6]=1.[C:19](O)(=[O:26])[C:20]1[CH:25]=[CH:24][CH:23]=[CH:22][CH:21]=1.CC1C=CC(S(O)(=O)=O)=CC=1.O, predict the reaction product. The product is: [C:19]([O:1][CH2:2][CH2:3][O:4][C:5]1[CH:10]=[CH:9][C:8]([C:11](=[O:12])[C:13]2[CH:18]=[CH:17][CH:16]=[CH:15][CH:14]=2)=[CH:7][CH:6]=1)(=[O:26])[C:20]1[CH:25]=[CH:24][CH:23]=[CH:22][CH:21]=1. (4) Given the reactants [NH2:1][CH2:2][CH2:3][N:4]([CH2:14][CH:15]1[CH2:20][CH2:19][CH2:18][CH2:17][CH2:16]1)[S:5]([C:8]1[CH:13]=[CH:12][CH:11]=[CH:10][N:9]=1)(=[O:7])=[O:6].F[C:22]1[CH:29]=[CH:28][C:25]([C:26]#[N:27])=[CH:24][CH:23]=1.CCN(C(C)C)C(C)C.O, predict the reaction product. The product is: [C:26]([C:25]1[CH:28]=[CH:29][C:22]([NH:1][CH2:2][CH2:3][N:4]([CH2:14][CH:15]2[CH2:20][CH2:19][CH2:18][CH2:17][CH2:16]2)[S:5]([C:8]2[CH:13]=[CH:12][CH:11]=[CH:10][N:9]=2)(=[O:7])=[O:6])=[CH:23][CH:24]=1)#[N:27].